This data is from Forward reaction prediction with 1.9M reactions from USPTO patents (1976-2016). The task is: Predict the product of the given reaction. (1) Given the reactants [Si:1]([O:8][CH2:9][CH:10]1[CH:15]([OH:16])[CH2:14][CH2:13][CH2:12][NH:11]1)([C:4]([CH3:7])([CH3:6])[CH3:5])([CH3:3])[CH3:2].[H-].[Na+].[Br:19][C:20]1[S:28][C:27]2[C:26]([C:29]#[N:30])=[CH:25][N:24]=[C:23](Cl)[C:22]=2[CH:21]=1, predict the reaction product. The product is: [Br:19][C:20]1[S:28][C:27]2[C:26]([C:29]#[N:30])=[CH:25][N:24]=[C:23]([O:16][CH:15]3[CH2:14][CH2:13][CH2:12][NH:11][CH:10]3[CH2:9][O:8][Si:1]([C:4]([CH3:7])([CH3:6])[CH3:5])([CH3:3])[CH3:2])[C:22]=2[CH:21]=1. (2) Given the reactants Br[C:2]1[CH:3]=[C:4]([C:8]2([C:26]3[CH:31]=[C:30]([C:32]([F:35])([F:34])[F:33])[C:29](=O)[N:28](C)[CH:27]=3)[C:16]3[C:11](=[C:12]([F:17])[CH:13]=[CH:14][CH:15]=3)[C:10]([NH:18]C(=O)OC(C)(C)C)=[N:9]2)[CH:5]=[CH:6][CH:7]=1.[C:38]([C:40]1[CH:41]=[C:42](B(O)O)[CH:43]=[N:44][CH:45]=1)#[N:39].[C:49](=[O:52])([O-])[O-].[K+].[K+].COCCOC, predict the reaction product. The product is: [NH2:18][C:10]1[C:11]2[C:16](=[CH:15][CH:14]=[CH:13][C:12]=2[F:17])[C:8]([C:4]2[CH:3]=[C:2]([C:42]3[CH:43]=[N:44][CH:45]=[C:40]([CH:41]=3)[C:38]#[N:39])[CH:7]=[CH:6][CH:5]=2)([C:26]2[CH:31]=[C:30]([C:32]([F:35])([F:33])[F:34])[C:49](=[O:52])[N:28]([CH3:29])[CH:27]=2)[N:9]=1. (3) Given the reactants C([O:5][C:6](=[O:27])[CH2:7][N:8]1[C:12]2[CH:13]=[CH:14][CH:15]=[CH:16][C:11]=2[N:10]=[C:9]1[S:17][CH2:18][C:19]1[CH:24]=[CH:23][CH:22]=[CH:21][C:20]=1[O:25][CH3:26])(C)(C)C, predict the reaction product. The product is: [CH3:26][O:25][C:20]1[CH:21]=[CH:22][CH:23]=[CH:24][C:19]=1[CH2:18][S:17][C:9]1[N:8]([CH2:7][C:6]([OH:27])=[O:5])[C:12]2[CH:13]=[CH:14][CH:15]=[CH:16][C:11]=2[N:10]=1. (4) Given the reactants P(Cl)(Cl)([Cl:3])=O.[C:6]1([C:12]2[C:20]3[C:19](=O)[NH:18][CH:17]=[N:16][C:15]=3[O:14][CH:13]=2)[CH:11]=[CH:10][CH:9]=[CH:8][CH:7]=1.N, predict the reaction product. The product is: [Cl:3][C:19]1[C:20]2[C:12]([C:6]3[CH:11]=[CH:10][CH:9]=[CH:8][CH:7]=3)=[CH:13][O:14][C:15]=2[N:16]=[CH:17][N:18]=1. (5) Given the reactants [NH2:1][C:2]1[C:12](I)=[CH:11][C:10]([Br:14])=[C:4]2[C:5]([NH:7][C:8](=[O:9])[C:3]=12)=[O:6].C([Sn](CCCC)(CCCC)[C:20]1[S:21][CH:22]=[CH:23][CH:24]=1)CCC.[F-].[NH4+], predict the reaction product. The product is: [NH2:1][C:2]1[C:12]([C:20]2[S:21][CH:22]=[CH:23][CH:24]=2)=[CH:11][C:10]([Br:14])=[C:4]2[C:5]([NH:7][C:8](=[O:9])[C:3]=12)=[O:6].